From a dataset of Full USPTO retrosynthesis dataset with 1.9M reactions from patents (1976-2016). Predict the reactants needed to synthesize the given product. (1) Given the product [C:12]([O:15][CH2:2][C@H:3]1[O:8][CH2:7][C@@H:6]2[CH2:9][CH2:10][CH2:11][N:5]2[CH2:4]1)(=[O:14])[CH3:13], predict the reactants needed to synthesize it. The reactants are: Cl[CH2:2][C@H:3]1[O:8][CH2:7][C@@H:6]2[CH2:9][CH2:10][CH2:11][N:5]2[CH2:4]1.[C:12]([O-:15])(=[O:14])[CH3:13].[K+]. (2) Given the product [Cl:17][C:18]1[CH:24]=[CH:23][C:21]([NH:22][C:2]2[CH:11]=[CH:10][N:9]=[C:8]3[C:3]=2[C:4]2[CH:16]=[CH:15][CH:14]=[CH:13][C:5]=2[C:6](=[O:12])[NH:7]3)=[C:20]([F:25])[CH:19]=1, predict the reactants needed to synthesize it. The reactants are: Cl[C:2]1[CH:11]=[CH:10][N:9]=[C:8]2[C:3]=1[C:4]1[CH:16]=[CH:15][CH:14]=[CH:13][C:5]=1[C:6](=[O:12])[NH:7]2.[Cl:17][C:18]1[CH:24]=[CH:23][C:21]([NH2:22])=[C:20]([F:25])[CH:19]=1.